From a dataset of Forward reaction prediction with 1.9M reactions from USPTO patents (1976-2016). Predict the product of the given reaction. (1) Given the reactants Br[C:2]1[CH:3]=[C:4]([C:8]2[N:9]=[C:10]([CH:20]([CH3:22])[CH3:21])[NH:11][C:12]=2[C:13]2[CH:18]=[CH:17][CH:16]=[C:15]([CH3:19])[N:14]=2)[CH:5]=[CH:6][CH:7]=1.[NH:23]1[CH:27]=[CH:26][CH:25]=[N:24]1.C(=O)([O-])[O-].[K+].[K+].O, predict the reaction product. The product is: [CH:20]([C:10]1[NH:11][C:12]([C:13]2[CH:18]=[CH:17][CH:16]=[C:15]([CH3:19])[N:14]=2)=[C:8]([C:4]2[CH:5]=[CH:6][CH:7]=[C:2]([N:23]3[CH:27]=[CH:26][CH:25]=[N:24]3)[CH:3]=2)[N:9]=1)([CH3:22])[CH3:21]. (2) Given the reactants [Mg].Br[C:3]1[CH:8]=[CH:7][C:6]([F:9])=[CH:5][CH:4]=1.[CH3:10][O:11][CH2:12][C:13]([O:15]C)=O.[Cl-].[NH4+], predict the reaction product. The product is: [F:9][C:6]1[CH:7]=[CH:8][C:3]([C:13]([C:3]2[CH:8]=[CH:7][C:6]([F:9])=[CH:5][CH:4]=2)([OH:15])[CH2:12][O:11][CH3:10])=[CH:4][CH:5]=1. (3) Given the reactants CC(C)([O-])C.[K+].C(O)(C)(C)C.[CH2:12]1[O:22][C:15]2([CH2:20][CH2:19][C:18](=O)[CH2:17][CH2:16]2)[O:14][CH2:13]1.S([CH2:33][N+:34]#[C-])(C1C=CC(C)=CC=1)(=O)=O, predict the reaction product. The product is: [O:14]1[C:15]2([CH2:20][CH2:19][CH:18]([C:33]#[N:34])[CH2:17][CH2:16]2)[O:22][CH2:12][CH2:13]1. (4) Given the reactants [CH2:1]([C@@:3]12[CH2:13][CH2:12][C@:11]([OH:17])([CH2:14][CH2:15][CH3:16])[CH2:10][C@@H:9]1[CH2:8][CH2:7][CH2:6][C:5]1[CH:18]=[C:19]([O:22]S(C(F)(F)F)(=O)=O)[CH:20]=[CH:21][C:4]2=1)[CH3:2].[CH2:30]([C@:32]12[CH2:42][CH2:41][C@@:40]([OH:46])([CH2:43][CH2:44][CH3:45])[CH2:39][C@H:38]1[CH2:37][CH2:36][CH2:35][C:34]1[CH:47]=[C:48]([O:51]S(C(F)(F)F)(=O)=O)[CH:49]=[CH:50][C:33]2=1)[CH3:31].CC1(C)C2C(=C(P(C3C=CC=CC=3)C3C=CC=CC=3)C=CC=2)[O:80][C:62]2C(P(C3C=CC=CC=3)C3C=CC=CC=3)=CC=CC1=2.CO, predict the reaction product. The product is: [CH3:62][O:80][C:48]([C:19]1[CH:20]=[CH:21][C:4]2[C@:3]3([CH2:1][CH3:2])[CH2:13][CH2:12][C@:11]([OH:17])([CH2:14][CH2:15][CH3:16])[CH2:10][C@@H:9]3[CH2:8][CH2:7][CH2:6][C:5]=2[CH:18]=1)=[O:51].[CH3:62][O:80][C:19]([C:48]1[CH:49]=[CH:50][C:33]2[C@@:32]3([CH2:30][CH3:31])[CH2:42][CH2:41][C@@:40]([OH:46])([CH2:43][CH2:44][CH3:45])[CH2:39][C@H:38]3[CH2:37][CH2:36][CH2:35][C:34]=2[CH:47]=1)=[O:22]. (5) The product is: [ClH:51].[ClH:51].[ClH:51].[N:26]1([C:23]2[CH:22]=[CH:21][C:20]([NH:19][C:12]3[C:11]4[C:16](=[CH:17][CH:18]=[C:9]([C:7]5[CH:8]=[C:3]6[C:4](=[CH:5][CH:6]=5)[N:32]=[CH:33][N:34]=[C:36]6[NH:37][C:38]5[CH:43]=[CH:42][CH:41]=[CH:40][CH:39]=5)[CH:10]=4)[N:15]=[CH:14][N:13]=3)=[CH:25][CH:24]=2)[CH2:31][CH2:30][O:44][CH2:28][CH2:27]1. Given the reactants C([C:3]1[CH:8]=[C:7]([C:9]2[CH:10]=[C:11]3[C:16](=[CH:17][CH:18]=2)[N:15]=[CH:14][N:13]=[C:12]3[NH:19][C:20]2[CH:25]=[CH:24][C:23]([N:26]3[CH2:31][CH2:30]O[CH2:28][CH2:27]3)=[CH:22][CH:21]=2)[CH:6]=[CH:5][C:4]=1[N:32]=[CH:33][N:34]([CH3:36])C)#N.[NH2:37][C:38]1[CH:43]=[CH:42][CH:41]=[CH:40][CH:39]=1.[OH-:44].[Na+].CO.CCO.[ClH:51], predict the reaction product. (6) The product is: [C:1]([O:5][C:6]([NH:8][C:9]1[N:14]=[CH:13][C:12]([CH2:15][C:16]([C:25]2[N:26]=[CH:27][N:28]([C:33]3[CH:38]=[CH:37][C:36]([N+:39]([O-:41])=[O:40])=[CH:35][CH:34]=3)[CH:29]=2)([C:21]([O:23][CH3:24])=[O:22])[C:17]([O:19][CH3:20])=[O:18])=[CH:11][CH:10]=1)=[O:7])([CH3:4])([CH3:2])[CH3:3]. Given the reactants [C:1]([O:5][C:6]([NH:8][C:9]1[N:14]=[CH:13][C:12]([CH2:15][C:16]([C:25]2[N:26]=[CH:27][NH:28][CH:29]=2)([C:21]([O:23][CH3:24])=[O:22])[C:17]([O:19][CH3:20])=[O:18])=[CH:11][CH:10]=1)=[O:7])([CH3:4])([CH3:3])[CH3:2].[H-].[Na+].F[C:33]1[CH:38]=[CH:37][C:36]([N+:39]([O-:41])=[O:40])=[CH:35][CH:34]=1.C([O-])(O)=O.[Na+], predict the reaction product.